Dataset: Forward reaction prediction with 1.9M reactions from USPTO patents (1976-2016). Task: Predict the product of the given reaction. (1) Given the reactants [F:1][C:2]([F:13])([F:12])[C:3]1[CH:4]=[N:5][CH:6]=[C:7]([CH:11]=1)[C:8](O)=[O:9].C(N(CC)CC)C.ClC(OCC)=O.[H-].[Al+3].[Li+].[H-].[H-].[H-], predict the reaction product. The product is: [F:12][C:2]([F:1])([F:13])[C:3]1[CH:11]=[C:7]([CH2:8][OH:9])[CH:6]=[N:5][CH:4]=1. (2) Given the reactants [CH2:1]([OH:6])[CH2:2][CH2:3][C:4]#[CH:5].N1C=CN=C1.[Si:12](Cl)([C:15]([CH3:18])([CH3:17])[CH3:16])([CH3:14])[CH3:13], predict the reaction product. The product is: [C:15]([Si:12]([CH3:14])([CH3:13])[O:6][CH2:1][CH2:2][CH2:3][C:4]#[CH:5])([CH3:18])([CH3:17])[CH3:16]. (3) The product is: [Cl:1][C:2]1[CH:3]=[CH:4][C:5]2[N:6]=[CH:7][N:8]=[C:9]([NH:26][C:25]3[CH:27]=[CH:28][C:22]([O:21][C:20]([F:19])([F:29])[F:30])=[CH:23][CH:24]=3)[C:10]=2[N:11]=1. Given the reactants [Cl:1][C:2]1[CH:3]=[CH:4][C:5]2[N:6]=[CH:7][N:8]=[C:9](OC3CCOCC3)[C:10]=2[N:11]=1.[F:19][C:20]([F:30])([F:29])[O:21][C:22]1[CH:28]=[CH:27][C:25]([NH2:26])=[CH:24][CH:23]=1.C([O-])(=O)C.[Na+], predict the reaction product. (4) Given the reactants [CH3:1][O:2][C:3]1[CH:27]=[CH:26][C:6]([CH2:7][N:8]2[C:12]3=[N:13][CH:14]=[CH:15][C:16]([O:17][C:18]4[N:23]=[CH:22][C:21]([NH2:24])=[CH:20][CH:19]=4)=[C:11]3[C:10]([CH3:25])=[N:9]2)=[CH:5][CH:4]=1.[F:28][C:29]1[CH:34]=[CH:33][C:32]([N:35]2[C:40](=[O:41])[C:39]([C:42](O)=[O:43])=[CH:38][CH:37]=[N:36]2)=[CH:31][CH:30]=1.CCN=C=NCCCN(C)C.C(N(C(C)C)C(C)C)C, predict the reaction product. The product is: [F:28][C:29]1[CH:34]=[CH:33][C:32]([N:35]2[C:40](=[O:41])[C:39]([C:42]([NH:24][C:21]3[CH:22]=[N:23][C:18]([O:17][C:16]4[CH:15]=[CH:14][N:13]=[C:12]5[N:8]([CH2:7][C:6]6[CH:5]=[CH:4][C:3]([O:2][CH3:1])=[CH:27][CH:26]=6)[N:9]=[C:10]([CH3:25])[C:11]=45)=[CH:19][CH:20]=3)=[O:43])=[CH:38][CH:37]=[N:36]2)=[CH:31][CH:30]=1. (5) Given the reactants [Br:1][C:2]1[CH:7]=[C:6]([C:8]([F:11])([F:10])[F:9])[CH:5]=[C:4]([Br:12])[C:3]=1[N:13]1[C:17]2[N:18]=[C:19]([CH3:32])[N:20]=[C:21]([N:22]3[CH2:31][CH2:30][C:25]4(OCC[O:26]4)[CH2:24][CH2:23]3)[C:16]=2[C:15]([CH3:33])=[C:14]1[CH3:34].Cl, predict the reaction product. The product is: [Br:1][C:2]1[CH:7]=[C:6]([C:8]([F:9])([F:10])[F:11])[CH:5]=[C:4]([Br:12])[C:3]=1[N:13]1[C:17]2[N:18]=[C:19]([CH3:32])[N:20]=[C:21]([N:22]3[CH2:31][CH2:30][C:25](=[O:26])[CH2:24][CH2:23]3)[C:16]=2[C:15]([CH3:33])=[C:14]1[CH3:34]. (6) Given the reactants [F:1][C:2]1([F:11])[CH2:7][CH2:6][CH:5]([C:8]([OH:10])=O)[CH2:4][CH2:3]1.O=C1N(P(Cl)(N2CCOC2=O)=O)CCO1.CN(C=O)C.[Cl:32][C:33]1[C:42]2[C:37](=[CH:38][CH:39]=[CH:40][CH:41]=2)[C:36]([N:43]2[CH2:48][CH2:47][NH:46][CH2:45][C@H:44]2[CH3:49])=[N:35][N:34]=1, predict the reaction product. The product is: [Cl:32][C:33]1[C:42]2[C:37](=[CH:38][CH:39]=[CH:40][CH:41]=2)[C:36]([N:43]2[CH2:48][CH2:47][N:46]([C:8]([CH:5]3[CH2:4][CH2:3][C:2]([F:1])([F:11])[CH2:7][CH2:6]3)=[O:10])[CH2:45][C@H:44]2[CH3:49])=[N:35][N:34]=1. (7) Given the reactants [F:1][C:2]1[CH:22]=[C:21]([N:23]=[C:24]=[O:25])[CH:20]=[CH:19][C:3]=1[O:4][C:5]1[CH:10]=[CH:9][N:8]=[C:7]([NH:11][C:12]([N:14]2[CH2:18][CH2:17][CH2:16][CH2:15]2)=[O:13])[CH:6]=1.[F:26][C:27]1[CH:32]=[CH:31][C:30]([N:33]2[C:37](=[O:38])[CH2:36][NH:35][C:34]2=[O:39])=[CH:29][CH:28]=1.O=C1N(C2C=CC=CC=2)CCN1C(Cl)=O.[H-].[Na+], predict the reaction product. The product is: [F:1][C:2]1[CH:22]=[C:21]([NH:23][C:24]([N:35]2[CH2:36][C:37](=[O:38])[N:33]([C:30]3[CH:29]=[CH:28][C:27]([F:26])=[CH:32][CH:31]=3)[C:34]2=[O:39])=[O:25])[CH:20]=[CH:19][C:3]=1[O:4][C:5]1[CH:10]=[CH:9][N:8]=[C:7]([NH:11][C:12]([N:14]2[CH2:18][CH2:17][CH2:16][CH2:15]2)=[O:13])[CH:6]=1. (8) Given the reactants [Cl:1][C:2]1[CH:3]=[C:4]2[C:9](=O)[O:8][C:6](=[O:7])[C:5]2=[CH:11][CH:12]=1.[H-].[H-].[H-].[H-].[Li+].[Al+3].O.[OH-].[Na+], predict the reaction product. The product is: [Cl:1][C:2]1[CH:12]=[CH:11][C:5]([CH2:6][OH:7])=[C:4]([CH2:9][OH:8])[CH:3]=1. (9) The product is: [Cl:8][C:6]1[CH:7]=[C:2]([C:27]#[C:28][CH3:29])[CH:3]=[C:4]([Cl:24])[C:5]=1[C:9]1[C:10](=[O:23])[CH:11]([CH2:16][C:17]2[CH:22]=[CH:21][CH:20]=[CH:19][N:18]=2)[CH2:12][C:13]=1[O:14][CH3:15]. Given the reactants Br[C:2]1[CH:7]=[C:6]([Cl:8])[C:5]([C:9]2[C:10](=[O:23])[CH:11]([CH2:16][C:17]3[CH:22]=[CH:21][CH:20]=[CH:19][N:18]=3)[CH2:12][C:13]=2[O:14][CH3:15])=[C:4]([Cl:24])[CH:3]=1.[F-].[Cs+].[CH2:27]([Sn](CCCC)(CCCC)C#CC)[CH2:28][CH2:29]C.CN(C)C=O, predict the reaction product.